This data is from Full USPTO retrosynthesis dataset with 1.9M reactions from patents (1976-2016). The task is: Predict the reactants needed to synthesize the given product. Given the product [ClH:27].[ClH:27].[NH2:8][CH:9]1[CH2:10][N:11]([C:13]2[C:23]([C:24]#[N:25])=[CH:22][C:16]([C:17]([O:19][CH2:20][CH3:21])=[O:18])=[C:15]([CH3:26])[N:14]=2)[CH2:12]1, predict the reactants needed to synthesize it. The reactants are: C(OC([NH:8][CH:9]1[CH2:12][N:11]([C:13]2[C:23]([C:24]#[N:25])=[CH:22][C:16]([C:17]([O:19][CH2:20][CH3:21])=[O:18])=[C:15]([CH3:26])[N:14]=2)[CH2:10]1)=O)(C)(C)C.[ClH:27].